The task is: Regression. Given two drug SMILES strings and cell line genomic features, predict the synergy score measuring deviation from expected non-interaction effect.. This data is from NCI-60 drug combinations with 297,098 pairs across 59 cell lines. (1) Drug 1: CS(=O)(=O)C1=CC(=C(C=C1)C(=O)NC2=CC(=C(C=C2)Cl)C3=CC=CC=N3)Cl. Drug 2: CC=C1C(=O)NC(C(=O)OC2CC(=O)NC(C(=O)NC(CSSCCC=C2)C(=O)N1)C(C)C)C(C)C. Cell line: A549. Synergy scores: CSS=32.8, Synergy_ZIP=-0.316, Synergy_Bliss=-2.85, Synergy_Loewe=-42.7, Synergy_HSA=-3.15. (2) Drug 1: CN(CC1=CN=C2C(=N1)C(=NC(=N2)N)N)C3=CC=C(C=C3)C(=O)NC(CCC(=O)O)C(=O)O. Drug 2: CCC1(CC2CC(C3=C(CCN(C2)C1)C4=CC=CC=C4N3)(C5=C(C=C6C(=C5)C78CCN9C7C(C=CC9)(C(C(C8N6C=O)(C(=O)OC)O)OC(=O)C)CC)OC)C(=O)OC)O.OS(=O)(=O)O. Cell line: A549. Synergy scores: CSS=47.4, Synergy_ZIP=-6.54, Synergy_Bliss=-7.57, Synergy_Loewe=-11.9, Synergy_HSA=-11.2. (3) Drug 1: CNC(=O)C1=NC=CC(=C1)OC2=CC=C(C=C2)NC(=O)NC3=CC(=C(C=C3)Cl)C(F)(F)F. Drug 2: C1=CN(C=N1)CC(O)(P(=O)(O)O)P(=O)(O)O. Cell line: HOP-92. Synergy scores: CSS=16.8, Synergy_ZIP=-1.46, Synergy_Bliss=-2.95, Synergy_Loewe=6.46, Synergy_HSA=1.49. (4) Drug 1: COC1=CC(=CC(=C1O)OC)C2C3C(COC3=O)C(C4=CC5=C(C=C24)OCO5)OC6C(C(C7C(O6)COC(O7)C8=CC=CS8)O)O. Drug 2: C1C(C(OC1N2C=NC(=NC2=O)N)CO)O. Cell line: K-562. Synergy scores: CSS=65.8, Synergy_ZIP=1.59, Synergy_Bliss=1.38, Synergy_Loewe=12.1, Synergy_HSA=12.9.